From a dataset of Peptide-MHC class II binding affinity with 134,281 pairs from IEDB. Regression. Given a peptide amino acid sequence and an MHC pseudo amino acid sequence, predict their binding affinity value. This is MHC class II binding data. (1) The peptide sequence is AFNLDGDNLFPKV. The MHC is DRB1_0401 with pseudo-sequence DRB1_0401. The binding affinity (normalized) is 0.611. (2) The peptide sequence is IKVLVAMASINTLTL. The MHC is DRB1_1101 with pseudo-sequence QEFFIASGAAVDAIMESSFDYFDFDRATYHVGFT. The binding affinity (normalized) is 0.446.